Task: Predict the reaction yield, written as a fraction of the theoretical maximum amount of product (1.0 means a 100% yield; for example, 0.34 means a 34% yield).. Dataset: Reaction yield outcomes from USPTO patents with 853,638 reactions The reactants are [Na+].[CH2:2]([O:9][C:10]1[CH:15]=[CH:14][C:13]([CH2:16][CH2:17][CH2:18][CH2:19][CH2:20][CH2:21][CH2:22][S:23]([O-:26])(=O)=[O:24])=[CH:12][CH:11]=1)[C:3]1[CH:8]=[CH:7][CH:6]=[CH:5][CH:4]=1.CN(C=O)C.S(Cl)([Cl:34])=O. The catalyst is C1C=CC=CC=1. The product is [CH2:2]([O:9][C:10]1[CH:15]=[CH:14][C:13]([CH2:16][CH2:17][CH2:18][CH2:19][CH2:20][CH2:21][CH2:22][S:23]([Cl:34])(=[O:26])=[O:24])=[CH:12][CH:11]=1)[C:3]1[CH:8]=[CH:7][CH:6]=[CH:5][CH:4]=1. The yield is 0.400.